From a dataset of Forward reaction prediction with 1.9M reactions from USPTO patents (1976-2016). Predict the product of the given reaction. (1) Given the reactants [CH3:1][O:2][C:3]([C:5]1[CH:10]=[CH:9][C:8]([C:11]2[CH:16]=[CH:15][C:14]([Cl:17])=[CH:13][CH:12]=2)=[C:7]([CH3:18])[CH:6]=1)=[O:4].C(OOC(=O)C1C=CC=CC=1)(=O)C1C=CC=CC=1.[Br:37]N1C(=O)CCC1=O, predict the reaction product. The product is: [CH3:1][O:2][C:3]([C:5]1[CH:10]=[CH:9][C:8]([C:11]2[CH:16]=[CH:15][C:14]([Cl:17])=[CH:13][CH:12]=2)=[C:7]([CH2:18][Br:37])[CH:6]=1)=[O:4]. (2) The product is: [OH:1][C@H:2]1[CH2:6][N:5]([C:7]([C:9]2[CH:10]=[C:11]([CH:23]=[CH:24][CH:25]=2)[O:12][CH2:13][CH2:14][CH2:15][C:16]([OH:18])=[O:17])=[O:8])[C@H:4]([C:26](=[O:41])[NH:27][CH2:28][C:29]2[CH:30]=[CH:31][C:32]([C:35]3[S:39][CH:38]=[N:37][C:36]=3[CH3:40])=[CH:33][CH:34]=2)[CH2:3]1. Given the reactants [OH:1][C@H:2]1[CH2:6][N:5]([C:7]([C:9]2[CH:10]=[C:11]([CH:23]=[CH:24][CH:25]=2)[O:12][CH2:13][CH2:14][CH2:15][C:16]([O:18]C(C)(C)C)=[O:17])=[O:8])[C@H:4]([C:26](=[O:41])[NH:27][CH2:28][C:29]2[CH:34]=[CH:33][C:32]([C:35]3[S:39][CH:38]=[N:37][C:36]=3[CH3:40])=[CH:31][CH:30]=2)[CH2:3]1.C(O)(C(F)(F)F)=O, predict the reaction product. (3) Given the reactants [I-].[CH3:2][P+](C1C=CC=CC=1)(C1C=CC=CC=1)C1C=CC=CC=1.C([Li])CCC.[C:27]([O:31][C:32]([N:34]1[CH2:39][CH2:38][C:37]([C:42]2[CH:47]=[CH:46][C:45]([Cl:48])=[CH:44][CH:43]=2)([CH:40]=O)[CH2:36][CH2:35]1)=[O:33])([CH3:30])([CH3:29])[CH3:28].O, predict the reaction product. The product is: [C:27]([O:31][C:32]([N:34]1[CH2:39][CH2:38][C:37]([C:42]2[CH:47]=[CH:46][C:45]([Cl:48])=[CH:44][CH:43]=2)([CH:40]=[CH2:2])[CH2:36][CH2:35]1)=[O:33])([CH3:30])([CH3:29])[CH3:28]. (4) Given the reactants [S:1]1[C:5]2[CH:6]=[CH:7][CH:8]=[CH:9][C:4]=2[N:3]=[C:2]1[NH:10][NH2:11].C([O:14][C:15](=O)[CH2:16][C:17]([C:19]1[S:20][C:21]([Br:24])=[CH:22][CH:23]=1)=O)C.CC(O)=O, predict the reaction product. The product is: [S:1]1[C:5]2[CH:6]=[CH:7][CH:8]=[CH:9][C:4]=2[N:3]=[C:2]1[N:10]1[C:15](=[O:14])[CH:16]=[C:17]([C:19]2[S:20][C:21]([Br:24])=[CH:22][CH:23]=2)[NH:11]1. (5) Given the reactants [C:1]([C:4]1[NH:8][C:7]2[C:9]([Cl:13])=[C:10]([Cl:12])[S:11][C:6]=2[CH:5]=1)([OH:3])=O.C1C=CC2N(O)N=NC=2C=1.CCN(C(C)C)C(C)C.[NH2:33][CH:34]1[CH2:43][CH2:42][C:41]2[C:36](=[CH:37][C:38]([O:44][CH3:45])=[CH:39][CH:40]=2)[C:35]1=[O:46].CCN=C=NCCCN(C)C, predict the reaction product. The product is: [Cl:12][C:10]1[S:11][C:6]2[CH:5]=[C:4]([C:1](=[O:3])[NH:33][CH:34]3[CH2:43][CH2:42][C:41]4[C:36](=[CH:37][C:38]([O:44][CH3:45])=[CH:39][CH:40]=4)[C:35]3=[O:46])[NH:8][C:7]=2[C:9]=1[Cl:13]. (6) The product is: [CH3:1][O:2][N:3]=[C:23]1[C:16]2[C:17](=[N:18][CH:19]=[CH:20][C:15]=2[O:14][CH3:13])[O:21][CH2:22]1. Given the reactants [CH3:1][O:2][N:3]=C1C2C=CN=NC=2OC1.[CH3:13][O:14][C:15]1[CH:20]=[CH:19][N:18]=[C:17]2[O:21][CH2:22][C:23](=O)[C:16]=12, predict the reaction product. (7) Given the reactants Br[C:2]1[S:3][CH:4]=[CH:5][C:6]=1[CH3:7].[Li]CCCC.[B:13](OC(C)C)([O:18]C(C)C)[O:14]C(C)C.Cl, predict the reaction product. The product is: [B:13]([OH:18])([OH:14])[C:2]1[S:3][CH:4]=[CH:5][C:6]=1[CH3:7].